From a dataset of Peptide-MHC class I binding affinity with 185,985 pairs from IEDB/IMGT. Regression. Given a peptide amino acid sequence and an MHC pseudo amino acid sequence, predict their binding affinity value. This is MHC class I binding data. (1) The peptide sequence is ISNNHIISK. The MHC is HLA-A02:03 with pseudo-sequence HLA-A02:03. The binding affinity (normalized) is 0.0847. (2) The peptide sequence is TMLYNKMEF. The MHC is HLA-A02:01 with pseudo-sequence HLA-A02:01. The binding affinity (normalized) is 0.408.